Dataset: Full USPTO retrosynthesis dataset with 1.9M reactions from patents (1976-2016). Task: Predict the reactants needed to synthesize the given product. (1) Given the product [Br:1][C:2]1[CH:3]=[C:4]([C:8]2[C:17]([CH:18]([OH:19])[C:20]#[CH:21])=[C:11]3[CH:12]=[CH:13][CH:14]=[C:15]([Cl:16])[N:10]3[N:9]=2)[CH:5]=[CH:6][CH:7]=1, predict the reactants needed to synthesize it. The reactants are: [Br:1][C:2]1[CH:3]=[C:4]([C:8]2[C:17]([CH:18]=[O:19])=[C:11]3[CH:12]=[CH:13][CH:14]=[C:15]([Cl:16])[N:10]3[N:9]=2)[CH:5]=[CH:6][CH:7]=1.[C:20]([Mg]Br)#[CH:21]. (2) Given the product [N:1]1([S:10]([C:13]2[C:21]3[C:16](=[C:17]([N:22]4[CH2:27][CH2:26][NH:25][CH2:24][CH2:23]4)[CH:18]=[CH:19][CH:20]=3)[NH:15][CH:14]=2)(=[O:12])=[O:11])[C:9]2[C:4](=[CH:5][CH:6]=[CH:7][CH:8]=2)[CH:3]=[CH:2]1, predict the reactants needed to synthesize it. The reactants are: [N:1]1([S:10]([C:13]2[C:21]3[C:16](=[C:17]([N:22]4[CH2:27][CH2:26][N:25](C)[CH2:24][CH2:23]4)[CH:18]=[CH:19][CH:20]=3)[NH:15][CH:14]=2)(=[O:12])=[O:11])[C:9]2[C:4](=[CH:5][CH:6]=[CH:7][CH:8]=2)[CH:3]=[CH:2]1.C(N(CC)C(C)C)(C)C.ClC(OC(Cl)C)=O. (3) Given the product [F:27][C:28]1[CH:29]=[CH:30][C:31]([CH2:34][O:35][C:36]2[CH:41]=[N:40][N:39]([CH2:15][C:16]([C:18]3[CH:23]=[CH:22][C:21]([CH2:24][OH:25])=[CH:20][CH:19]=3)=[O:17])[C:38](=[O:42])[CH:37]=2)=[N:32][CH:33]=1, predict the reactants needed to synthesize it. The reactants are: C(OC1C=CN([CH2:15][C:16]([C:18]2[CH:23]=[CH:22][C:21]([CH2:24][OH:25])=[CH:20][CH:19]=2)=[O:17])C(=O)C=1)C1C=CC=CC=1.[F:27][C:28]1[CH:29]=[CH:30][C:31]([CH2:34][O:35][C:36]2[CH:41]=[N:40][NH:39][C:38](=[O:42])[CH:37]=2)=[N:32][CH:33]=1.BrCC(C1C=CC(CO)=CC=1)=O. (4) Given the product [CH2:25]([NH:22][C:5]1[C:4]2[N:8]=[CH:9][N:10]([C:3]=2[N:2]=[CH:1][N:6]=1)[C@@H:11]1[O:15][C@H:14]([CH2:16][OH:17])[C@@H:13]([OH:18])[C@H:12]1[OH:19])[C:26]1[CH:16]=[CH:14][CH:13]=[CH:12][CH:11]=1, predict the reactants needed to synthesize it. The reactants are: [CH:1]1[N:6]=[C:5](Cl)[C:4]2[N:8]=[CH:9][N:10]([C@@H:11]3[O:15][C@H:14]([CH2:16][OH:17])[C@@H:13]([OH:18])[C@H:12]3[OH:19])[C:3]=2[N:2]=1.C([N:22]([CH2:25][CH3:26])CC)C. (5) Given the product [CH3:38][O:36][C:35]([C:32]1[CH:31]=[C:30]([CH2:29][N:11]2[CH2:10][C@@H:9]([C:6]3[CH:7]=[CH:8][C:3]([C:1]#[N:2])=[CH:4][CH:5]=3)[C@:13]3([N:17]([CH3:18])[C:16](=[O:19])[N:15]([C:20]4[CH:21]=[C:22]([Cl:27])[CH:23]=[C:24]([Cl:26])[CH:25]=4)[C:14]3=[O:28])[CH2:12]2)[S:34][CH:33]=1)=[O:37], predict the reactants needed to synthesize it. The reactants are: [C:1]([C:3]1[CH:8]=[CH:7][C:6]([C@H:9]2[C@:13]3([N:17]([CH3:18])[C:16](=[O:19])[N:15]([C:20]4[CH:25]=[C:24]([Cl:26])[CH:23]=[C:22]([Cl:27])[CH:21]=4)[C:14]3=[O:28])[CH2:12][N:11]([CH2:29][C:30]3[S:34][CH:33]=[C:32]([C:35]([OH:37])=[O:36])[CH:31]=3)[CH2:10]2)=[CH:5][CH:4]=1)#[N:2].[CH3:38][Si](C=[N+]=[N-])(C)C.OP(O)(O)=O. (6) The reactants are: C[CH:2]1[C:7]2[CH:8]=[C:9]3C(C)(C)C(C)C(C)(C)[C:10]3=[CH:11][C:6]=2[CH2:5][O:4][CH2:3]1. Given the product [O:4]1[C:3]2[CH:2]=[CH:7][CH:8]=[CH:9][C:10]=2[CH:11]=[CH:6][CH2:5]1, predict the reactants needed to synthesize it. (7) Given the product [C:8]([O:11][CH:12]1[C:13]([O:50][CH:51]([O:53][CH2:54][CH3:55])[CH3:52])([CH3:49])[CH2:14][CH2:15][CH:16]([O:6][C:5](=[O:7])[CH2:4][O:3][CH2:1][CH3:2])[CH2:17][C:18]([O:20][CH:21](/[C:26](/[CH3:47])=[CH:27]/[CH:28]=[CH:29]/[CH:30]([CH3:46])[CH2:31][CH:32]2[O:45][CH:33]2[CH:34]([CH3:44])[CH:35]([O:38][CH:39]([O:41][CH2:42][CH3:43])[CH3:40])[CH2:36][CH3:37])[CH:22]([CH3:25])[CH:23]=[CH:24]1)=[O:19])(=[O:10])[CH3:9], predict the reactants needed to synthesize it. The reactants are: [CH2:1]([O:3][CH2:4][C:5]([OH:7])=[O:6])[CH3:2].[C:8]([O:11][CH:12]1[C:13]([O:50][CH:51]([O:53][CH2:54][CH3:55])[CH3:52])([CH3:49])[CH2:14][CH2:15][CH:16](O)[CH2:17][C:18]([O:20][CH:21](/[C:26](/[CH3:47])=[CH:27]/[CH:28]=[CH:29]/[CH:30]([CH3:46])[CH2:31][CH:32]2[O:45][CH:33]2[CH:34]([CH3:44])[CH:35]([O:38][CH:39]([O:41][CH2:42][CH3:43])[CH3:40])[CH2:36][CH3:37])[CH:22]([CH3:25])[CH:23]=[CH:24]1)=[O:19])(=[O:10])[CH3:9].C1(N=C=NC2CCCCC2)CCCCC1.CN(C1C=CC=CN=1)C. (8) Given the product [C:18]1([C:17]2[C:8]([C:5]3[CH:6]=[CH:7][C:2]([B:29]([OH:32])[OH:30])=[CH:3][CH:4]=3)=[N:9][C:10]3[C:15]([N:16]=2)=[CH:14][CH:13]=[CH:12][CH:11]=3)[CH:23]=[CH:22][CH:21]=[CH:20][CH:19]=1, predict the reactants needed to synthesize it. The reactants are: Br[C:2]1[CH:7]=[CH:6][C:5]([C:8]2[C:17]([C:18]3[CH:23]=[CH:22][CH:21]=[CH:20][CH:19]=3)=[N:16][C:15]3[C:10](=[CH:11][CH:12]=[CH:13][CH:14]=3)[N:9]=2)=[CH:4][CH:3]=1.C([Li])CCC.[B:29](OC)([O:32]C)[O:30]C.Cl. (9) Given the product [CH3:1][O:2][C:3]([C:5]1[C:6](=[O:15])[NH:7][C:8]([C:11]([Cl:14])([F:12])[F:13])=[C:9]([Cl:16])[CH:10]=1)=[O:4], predict the reactants needed to synthesize it. The reactants are: [CH3:1][O:2][C:3]([C:5]1[C:6](=[O:15])[NH:7][C:8]([C:11]([Cl:14])([F:13])[F:12])=[CH:9][CH:10]=1)=[O:4].[Cl:16]N1C(=O)CCC1=O.O. (10) Given the product [C:24]([C:26]1([C:29]2[CH:30]=[C:31]([CH:35]=[CH:36][CH:37]=2)[C:32]([NH:1][C:2]2[CH:7]=[CH:6][CH:5]=[C:4]([S:8][C:9]3[CH:10]=[CH:11][C:12]4[N:13]([CH:15]=[C:16]([NH:18][C:19]([CH:21]5[CH2:22][CH2:23]5)=[O:20])[N:17]=4)[N:14]=3)[CH:3]=2)=[O:33])[CH2:27][CH2:28]1)#[N:25], predict the reactants needed to synthesize it. The reactants are: [NH2:1][C:2]1[CH:3]=[C:4]([S:8][C:9]2[CH:10]=[CH:11][C:12]3[N:13]([CH:15]=[C:16]([NH:18][C:19]([CH:21]4[CH2:23][CH2:22]4)=[O:20])[N:17]=3)[N:14]=2)[CH:5]=[CH:6][CH:7]=1.[C:24]([C:26]1([C:29]2[CH:30]=[C:31]([CH:35]=[CH:36][CH:37]=2)[C:32](O)=[O:33])[CH2:28][CH2:27]1)#[N:25].C(Cl)(=O)C(Cl)=O.O1CCCC1.